From a dataset of Forward reaction prediction with 1.9M reactions from USPTO patents (1976-2016). Predict the product of the given reaction. Given the reactants [CH2:1]([N:3](C)[CH2:4][CH2:5][N:6]1[C:29](=[O:30])[N:9]2[CH:10]([C:23]3[CH:28]=[CH:27][CH:26]=[CH:25][CH:24]=3)[C:11]3[NH:12][C:13]4[C:18]([C:19]=3[CH2:20][C:8]2([CH3:31])[C:7]1=[O:32])=[CH:17][C:16]([O:21][CH3:22])=[CH:15][CH:14]=4)[CH3:2].[CH:34](N)(C)C, predict the reaction product. The product is: [CH:1]([NH:3][CH2:4][CH2:5][N:6]1[C:29](=[O:30])[N:9]2[CH:10]([C:23]3[CH:24]=[CH:25][CH:26]=[CH:27][CH:28]=3)[C:11]3[NH:12][C:13]4[C:18]([C:19]=3[CH2:20][C:8]2([CH3:31])[C:7]1=[O:32])=[CH:17][C:16]([O:21][CH3:22])=[CH:15][CH:14]=4)([CH3:34])[CH3:2].